From a dataset of Reaction yield outcomes from USPTO patents with 853,638 reactions. Predict the reaction yield, written as a fraction of the theoretical maximum amount of product (1.0 means a 100% yield; for example, 0.34 means a 34% yield). (1) The reactants are [C:1]([O:5][C:6]([N:8]1[CH2:13][CH2:12][C:11]([CH2:20][C:21]2[CH:26]=[CH:25][C:24]([F:27])=[CH:23][CH:22]=2)([CH2:14]OS(C)(=O)=O)[CH2:10][CH2:9]1)=[O:7])([CH3:4])([CH3:3])[CH3:2].C([O-])([O-])=O.[Cs+].[Cs+].[NH:34]1[CH:38]=[CH:37][N:36]=[CH:35]1. The catalyst is CN(C=O)C.O. The product is [C:1]([O:5][C:6]([N:8]1[CH2:13][CH2:12][C:11]([CH2:20][C:21]2[CH:26]=[CH:25][C:24]([F:27])=[CH:23][CH:22]=2)([CH2:14][N:34]2[CH:38]=[CH:37][N:36]=[CH:35]2)[CH2:10][CH2:9]1)=[O:7])([CH3:4])([CH3:3])[CH3:2]. The yield is 0.380. (2) The reactants are [Br-].[CH2:2]([S+]1CCCC1)[C:3]1[CH:8]=[CH:7][CH:6]=[CH:5][CH:4]=1.[CH2:14]([O:16][C:17](=[O:25])/[CH:18]=[CH:19]/[CH:20]1[CH2:24][CH2:23][CH2:22][CH2:21]1)[CH3:15].C1OCCOCCOCCOC1.[Li+].C[Si]([N-][Si](C)(C)C)(C)C. The catalyst is C(Cl)Cl. The product is [CH2:14]([O:16][C:17]([C@@H:18]1[C@H:2]([C:3]2[CH:4]=[CH:5][CH:6]=[CH:7][CH:8]=2)[C@H:19]1[CH:20]1[CH2:21][CH2:22][CH2:23][CH2:24]1)=[O:25])[CH3:15]. The yield is 0.0700. (3) The reactants are [CH3:1][O:2][C:3]1[CH:4]=[C:5]2[C:10](=[CH:11][C:12]=1[O:13][CH3:14])[N:9]=[C:8]([NH:15][C@H:16]1[CH2:21][CH2:20][C@H:19](O)[CH2:18][CH2:17]1)[CH:7]=[N:6]2.C1(P(C2C=CC=CC=2)C2C=CC=CC=2)C=CC=CC=1.N(C(OCC)=O)=NC(OCC)=O.[N+](C1C=CC(C(O)=O)=CC=1)([O-])=O. The catalyst is C1COCC1. The product is [CH:16]1([NH:15][C:8]2[CH:7]=[N:6][C:5]3[C:10](=[CH:11][C:12]([O:13][CH3:14])=[C:3]([O:2][CH3:1])[CH:4]=3)[N:9]=2)[CH2:21][CH2:20][CH:19]=[CH:18][CH2:17]1. The yield is 0.877. (4) The reactants are [H-].[Na+].CI.O[C:6]1([C:12]#[N:13])[CH2:11][CH2:10][CH2:9][CH2:8][CH2:7]1.C1[CH2:18][O:17][CH2:16]C1. No catalyst specified. The product is [CH3:16][O:17][CH2:18][C:6]1([C:12]#[N:13])[CH2:11][CH2:10][CH2:9][CH2:8][CH2:7]1. The yield is 0.880. (5) The catalyst is C1C=CC(/C=C/C(/C=C/C2C=CC=CC=2)=O)=CC=1.C1C=CC(/C=C/C(/C=C/C2C=CC=CC=2)=O)=CC=1.C1C=CC(/C=C/C(/C=C/C2C=CC=CC=2)=O)=CC=1.[Pd].[Pd].O1CCOCC1. The yield is 0.690. The reactants are [NH2:1][C:2]1[N:7]=[CH:6][C:5]([C:8]([N:10]2[CH2:15][CH2:14][O:13][CH2:12][C@@H:11]2[CH3:16])=[O:9])=[CH:4][CH:3]=1.Br[C:18]1[C:19](=[O:26])[N:20]([CH3:25])[CH:21]=[C:22]([Br:24])[CH:23]=1.C(=O)([O-])[O-].[Cs+].[Cs+].CC1(C)C2C(=C(P(C3C=CC=CC=3)C3C=CC=CC=3)C=CC=2)OC2C(P(C3C=CC=CC=3)C3C=CC=CC=3)=CC=CC1=2. The product is [Br:24][C:22]1[CH:23]=[C:18]([NH:1][C:2]2[CH:3]=[CH:4][C:5]([C:8]([N:10]3[CH2:15][CH2:14][O:13][CH2:12][C@@H:11]3[CH3:16])=[O:9])=[CH:6][N:7]=2)[C:19](=[O:26])[N:20]([CH3:25])[CH:21]=1. (6) The reactants are [CH3:1][C:2]1([O:17][CH3:18])[O:6][C@@H:5]2[C@@H:7]3[O:11][C@@H:10]([C@H:4]2[O:3]1)[C@H:9]1[C:12]([NH:14][C:15](=[O:16])[C@@H:8]31)=[O:13].[CH2:19]=[O:20]. The catalyst is N1C=CC=CC=1.C(#N)C. The product is [OH:20][CH2:19][N:14]1[C:12](=[O:13])[C@@H:9]2[C@@H:8]([C@H:7]3[O:11][C@H:10]2[C@H:4]2[O:3][C:2]([CH3:1])([O:17][CH3:18])[O:6][C@H:5]32)[C:15]1=[O:16]. The yield is 0.893.